Dataset: CYP3A4 inhibition data for predicting drug metabolism from PubChem BioAssay. Task: Regression/Classification. Given a drug SMILES string, predict its absorption, distribution, metabolism, or excretion properties. Task type varies by dataset: regression for continuous measurements (e.g., permeability, clearance, half-life) or binary classification for categorical outcomes (e.g., BBB penetration, CYP inhibition). Dataset: cyp3a4_veith. (1) The molecule is Cn1c(=O)cc(SCC(=O)NCCN2CCN(c3ccccc3F)CC2)c2cc(Cl)ccc21. The result is 1 (inhibitor). (2) The drug is COc1cccc(-c2cc(NCc3ccccc3)ncn2)c1. The result is 1 (inhibitor). (3) The compound is Clc1ccc(-c2nnc(-c3ccccc3)c(N3CCSCC3)n2)cc1. The result is 0 (non-inhibitor).